Dataset: Forward reaction prediction with 1.9M reactions from USPTO patents (1976-2016). Task: Predict the product of the given reaction. (1) Given the reactants [C:1](=[O:8])([O:5][CH2:6][CH3:7])[O:2][CH2:3]Cl.[Na+].[I-].[Cl:11][C:12]1[CH:13]=[CH:14][C:15]([F:42])=[C:16]([C:18]2[CH:23]=[CH:22][C:21]([CH2:24][N:25]([CH2:36][C@@H:37]([OH:41])[C:38]([OH:40])=[O:39])[NH:26][C:27]([C:29]3[O:33][N:32]=[C:31]([O:34][CH3:35])[CH:30]=3)=[O:28])=[CH:20][CH:19]=2)[CH:17]=1.CCN(C(C)C)C(C)C, predict the reaction product. The product is: [CH2:6]([O:5][C:1]([O:2][CH2:3][O:40][C:38](=[O:39])[C@H:37]([OH:41])[CH2:36][N:25]([CH2:24][C:21]1[CH:20]=[CH:19][C:18]([C:16]2[CH:17]=[C:12]([Cl:11])[CH:13]=[CH:14][C:15]=2[F:42])=[CH:23][CH:22]=1)[NH:26][C:27]([C:29]1[O:33][N:32]=[C:31]([O:34][CH3:35])[CH:30]=1)=[O:28])=[O:8])[CH3:7]. (2) The product is: [CH3:15][CH:14]([CH3:16])[C:13]([O:5][C:1]([CH3:4])([CH3:3])[CH3:2])=[O:17]. Given the reactants [C:1]([OH:5])([CH3:4])([CH3:3])[CH3:2].C(N(CC)CC)C.[C:13](Cl)(=[O:17])[CH:14]([CH3:16])[CH3:15].Cl, predict the reaction product.